From a dataset of Catalyst prediction with 721,799 reactions and 888 catalyst types from USPTO. Predict which catalyst facilitates the given reaction. (1) Reactant: Br[C:2]1[CH:11]=[N:10][C:9]2[N:8]([CH2:12][C:13]3[CH:18]=[CH:17][C:16]([O:19][CH3:20])=[CH:15][CH:14]=3)[C:7](=[O:21])[N:6]3[N:22]=[CH:23][N:24]=[C:5]3[C:4]=2[CH:3]=1.[CH:25]1([N:28]2[CH2:33][CH2:32][NH:31][CH2:30][CH2:29]2)[CH2:27][CH2:26]1.C1C=CC(P(C2C(C3C(P(C4C=CC=CC=4)C4C=CC=CC=4)=CC=C4C=3C=CC=C4)=C3C(C=CC=C3)=CC=2)C2C=CC=CC=2)=CC=1.C([O-])([O-])=O.[Cs+].[Cs+]. Product: [CH:25]1([N:28]2[CH2:33][CH2:32][N:31]([C:2]3[CH:11]=[N:10][C:9]4[N:8]([CH2:12][C:13]5[CH:18]=[CH:17][C:16]([O:19][CH3:20])=[CH:15][CH:14]=5)[C:7](=[O:21])[N:6]5[N:22]=[CH:23][N:24]=[C:5]5[C:4]=4[CH:3]=3)[CH2:30][CH2:29]2)[CH2:27][CH2:26]1. The catalyst class is: 222. (2) Product: [CH2:1]([N:8]1[CH2:13][CH2:12][N:11]2[C:14]([CH:17]([OH:37])[CH2:18][C:19]3[CH:27]=[C:26]([CH3:28])[C:25]4[C:21](=[CH:22][N:23]([CH2:29][O:30][CH2:31][CH2:32][Si:33]([CH3:34])([CH3:36])[CH3:35])[N:24]=4)[CH:20]=3)=[N:15][CH:16]=[C:10]2[CH2:9]1)[C:2]1[CH:7]=[CH:6][CH:5]=[CH:4][CH:3]=1. The catalyst class is: 8. Reactant: [CH2:1]([N:8]1[CH2:13][CH2:12][N:11]2[C:14]([C:17](=[O:37])[CH2:18][C:19]3[CH:27]=[C:26]([CH3:28])[C:25]4[C:21](=[CH:22][N:23]([CH2:29][O:30][CH2:31][CH2:32][Si:33]([CH3:36])([CH3:35])[CH3:34])[N:24]=4)[CH:20]=3)=[N:15][CH:16]=[C:10]2[CH2:9]1)[C:2]1[CH:7]=[CH:6][CH:5]=[CH:4][CH:3]=1.[BH4-].[Na+]. (3) The catalyst class is: 451. Product: [CH3:1][O:2][C:3]([C:5]1[CH:10]=[CH:9][C:8]([C:11]([N:51]2[CH2:52][CH2:53][CH2:54][CH:49]([C:43]3([CH2:55][C:56]4[CH:61]=[CH:60][CH:59]=[C:58]([Cl:62])[CH:57]=4)[C:42]4[C:46](=[CH:47][C:39]([Cl:38])=[CH:40][CH:41]=4)[NH:45][C:44]3=[O:48])[CH2:50]2)=[O:13])=[CH:7][N:6]=1)=[O:4]. Reactant: [CH3:1][O:2][C:3]([C:5]1[CH:10]=[CH:9][C:8]([C:11]([OH:13])=O)=[CH:7][N:6]=1)=[O:4].C1(P(N=[N+]=[N-])(C2C=CC=CC=2)=O)C=CC=CC=1.C(N(CC)CC)C.[Cl:38][C:39]1[CH:47]=[C:46]2[C:42]([C:43]([CH2:55][C:56]3[CH:61]=[CH:60][CH:59]=[C:58]([Cl:62])[CH:57]=3)([CH:49]3[CH2:54][CH2:53][CH2:52][NH:51][CH2:50]3)[C:44](=[O:48])[NH:45]2)=[CH:41][CH:40]=1. (4) Reactant: [CH3:1][C:2]1[CH:7]=[CH:6][C:5]([C:8]2[CH:13]=[C:12]([C:14](=[O:24])[NH:15][CH2:16][C:17]3[CH:18]=[N:19][C:20]([CH3:23])=[CH:21][CH:22]=3)[CH:11]=[C:10]([C:25](O)=[O:26])[CH:9]=2)=[CH:4][CH:3]=1.[CH3:28][NH:29][CH2:30][C:31]1[CH:36]=[CH:35][N:34]=[CH:33][CH:32]=1.F[P-](F)(F)(F)(F)F.C[N+](C)=C(N(C)C)ON1C2N=CC=CC=2N=N1.C(N(CC)C(C)C)(C)C. Product: [CH3:28][N:29]([CH2:30][C:31]1[CH:36]=[CH:35][N:34]=[CH:33][CH:32]=1)[C:25]([C:10]1[CH:9]=[C:8]([C:5]2[CH:4]=[CH:3][C:2]([CH3:1])=[CH:7][CH:6]=2)[CH:13]=[C:12]([C:14]([NH:15][CH2:16][C:17]2[CH:18]=[N:19][C:20]([CH3:23])=[CH:21][CH:22]=2)=[O:24])[CH:11]=1)=[O:26]. The catalyst class is: 9. (5) Reactant: I[C:2]1[C:10]2[C:5](=[N:6][CH:7]=[C:8]([C:11]3[CH:16]=[C:15]([O:17][CH3:18])[C:14]([O:19][CH3:20])=[C:13]([O:21][CH3:22])[CH:12]=3)[N:9]=2)[N:4]([Si:23]([CH:30]([CH3:32])[CH3:31])([CH:27]([CH3:29])[CH3:28])[CH:24]([CH3:26])[CH3:25])[CH:3]=1.C([Mg]Cl)(C)C.[Li+].[Cl-].[C:40]([O:44][C:45]([N:47]1[CH2:52][CH2:51][C:50]([CH:54]=[O:55])([CH3:53])[CH2:49][CH2:48]1)=[O:46])([CH3:43])([CH3:42])[CH3:41]. Product: [NH4+:4].[OH-:17].[C:40]([O:44][C:45]([N:47]1[CH2:52][CH2:51][C:50]([CH:54]([OH:55])[C:2]2[C:10]3[C:5](=[N:6][CH:7]=[C:8]([C:11]4[CH:16]=[C:15]([O:17][CH3:18])[C:14]([O:19][CH3:20])=[C:13]([O:21][CH3:22])[CH:12]=4)[N:9]=3)[N:4]([Si:23]([CH:30]([CH3:32])[CH3:31])([CH:27]([CH3:29])[CH3:28])[CH:24]([CH3:26])[CH3:25])[CH:3]=2)([CH3:53])[CH2:49][CH2:48]1)=[O:46])([CH3:43])([CH3:42])[CH3:41]. The catalyst class is: 1. (6) Reactant: [Cl:1][C:2]1[CH:3]=[CH:4][C:5]2[N:11]3[CH:12]=[CH:13][CH:14]=[C:10]3[C@@H:9]([CH2:15][CH2:16][C:17]([N:19]3[CH2:24][CH2:23][CH:22]([CH2:25][C:26]([NH:28][CH2:29][C:30]([O:32]CC)=[O:31])=[O:27])[CH2:21][CH2:20]3)=[O:18])[O:8][C@H:7]([C:35]3[CH:40]=[CH:39][CH:38]=[C:37]([O:41][CH3:42])[C:36]=3[O:43][CH3:44])[C:6]=2[CH:45]=1. Product: [Cl:1][C:2]1[CH:3]=[CH:4][C:5]2[N:11]3[CH:12]=[CH:13][CH:14]=[C:10]3[C@@H:9]([CH2:15][CH2:16][C:17]([N:19]3[CH2:24][CH2:23][CH:22]([CH2:25][C:26]([NH:28][CH2:29][C:30]([OH:32])=[O:31])=[O:27])[CH2:21][CH2:20]3)=[O:18])[O:8][C@H:7]([C:35]3[CH:40]=[CH:39][CH:38]=[C:37]([O:41][CH3:42])[C:36]=3[O:43][CH3:44])[C:6]=2[CH:45]=1. The catalyst class is: 5. (7) Reactant: [ClH:1].[C:2]1([C:8]2([N:14]3[CH2:18][CH2:17][CH2:16][CH2:15]3)[CH2:13][CH2:12][NH:11][CH2:10][CH2:9]2)[CH:7]=[CH:6][CH:5]=[CH:4][CH:3]=1.CO.C(Cl)(Cl)[Cl:22]. Product: [ClH:22].[ClH:1].[C:2]1([C:8]2([N:14]3[CH2:15][CH2:16][CH2:17][CH2:18]3)[CH2:9][CH2:10][NH:11][CH2:12][CH2:13]2)[CH:3]=[CH:4][CH:5]=[CH:6][CH:7]=1. The catalyst class is: 22. (8) Reactant: [Cl:1][C:2]1[N:11]=[CH:10][C:9]2[N:8]([CH2:12][C:13]([CH3:22])([O:15][CH:16]3[CH2:21][CH2:20][CH2:19][CH2:18][O:17]3)[CH3:14])[C:7](=[O:23])[CH:6]3[CH2:24][O:25][CH2:26][CH2:27][N:5]3[C:4]=2[N:3]=1.IC.[CH3:30]C([O-])(C)C.[Na+]. Product: [Cl:1][C:2]1[N:11]=[CH:10][C:9]2[N:8]([CH2:12][C:13]([CH3:14])([O:15][CH:16]3[CH2:21][CH2:20][CH2:19][CH2:18][O:17]3)[CH3:22])[C:7](=[O:23])[C:6]3([CH3:30])[CH2:24][O:25][CH2:26][CH2:27][N:5]3[C:4]=2[N:3]=1. The catalyst class is: 16. (9) Reactant: [Cl:1][C:2]1[CH:7]=[CH:6][CH:5]=[CH:4][C:3]=1[C:8]1[N:25]([CH2:26][C@@H:27]2[CH2:32][CH2:31][CH2:30][N:29](C(OC(C)(C)C)=O)[CH2:28]2)[C:11]2[N:12]=[C:13]([NH:16][CH2:17][C:18]3[CH:23]=[CH:22][C:21]([OH:24])=[CH:20][CH:19]=3)[N:14]=[CH:15][C:10]=2[CH:9]=1.C(O)(C(F)(F)F)=O. Product: [Cl:1][C:2]1[CH:7]=[CH:6][CH:5]=[CH:4][C:3]=1[C:8]1[N:25]([CH2:26][C@@H:27]2[CH2:32][CH2:31][CH2:30][NH:29][CH2:28]2)[C:11]2[N:12]=[C:13]([NH:16][CH2:17][C:18]3[CH:23]=[CH:22][C:21]([OH:24])=[CH:20][CH:19]=3)[N:14]=[CH:15][C:10]=2[CH:9]=1. The catalyst class is: 2. (10) Reactant: [Si]([O:18][C:19]1[CH:27]=[C:26]2[C:22]([C:23]([C:34]([O-:36])=[O:35])=[N:24][N:25]2[CH:28]2[CH2:33][CH2:32][CH2:31][CH2:30][O:29]2)=[CH:21][CH:20]=1)(C(C)(C)C)(C1C=CC=CC=1)C1C=CC=CC=1.[CH3:37][CH2:38]CC[N+](CCCC)(CCCC)CCCC.[F-].C1COCC1.C(OCC)(=O)C. Product: [OH:18][C:19]1[CH:27]=[C:26]2[C:22]([C:23]([C:34]([O:36][CH2:37][CH3:38])=[O:35])=[N:24][N:25]2[CH:28]2[CH2:33][CH2:32][CH2:31][CH2:30][O:29]2)=[CH:21][CH:20]=1. The catalyst class is: 1.